Dataset: Forward reaction prediction with 1.9M reactions from USPTO patents (1976-2016). Task: Predict the product of the given reaction. Given the reactants [CH3:1][NH:2][CH3:3].[F:4][C:5]1[CH:6]=[C:7]2[C:12](=[CH:13][C:14]=1F)[N:11]([CH2:16][C:17]([CH3:29])([C:19]1[CH:24]=[CH:23][C:22]([C:25]([F:28])([F:27])[F:26])=[CH:21][CH:20]=1)[CH3:18])[CH:10]=[C:9]([C:30]#[N:31])[C:8]2=[O:32], predict the reaction product. The product is: [CH3:1][N:2]([CH3:3])[C:14]1[CH:13]=[C:12]2[C:7]([C:8](=[O:32])[C:9]([C:30]#[N:31])=[CH:10][N:11]2[CH2:16][C:17]([CH3:18])([C:19]2[CH:20]=[CH:21][C:22]([C:25]([F:27])([F:28])[F:26])=[CH:23][CH:24]=2)[CH3:29])=[CH:6][C:5]=1[F:4].